From a dataset of Catalyst prediction with 721,799 reactions and 888 catalyst types from USPTO. Predict which catalyst facilitates the given reaction. Reactant: B.O1CCCC1.[N:7]1[C:11]2[CH:12]=[CH:13][CH:14]=[CH:15][C:10]=2[NH:9][C:8]=1[CH2:16][NH:17][C:18](=O)[CH2:19][CH2:20][CH2:21][NH:22][C:23]([O:25][C:26]([CH3:29])([CH3:28])[CH3:27])=[O:24].CC(O)=O. Product: [N:7]1[C:11]2[CH:12]=[CH:13][CH:14]=[CH:15][C:10]=2[NH:9][C:8]=1[CH2:16][NH:17][CH2:18][CH2:19][CH2:20][CH2:21][NH:22][C:23]([O:25][C:26]([CH3:29])([CH3:28])[CH3:27])=[O:24]. The catalyst class is: 242.